This data is from Full USPTO retrosynthesis dataset with 1.9M reactions from patents (1976-2016). The task is: Predict the reactants needed to synthesize the given product. Given the product [NH2:1][C:4]1[CH:14]=[CH:13][C:7]2[NH:8][C:9](=[O:12])[CH2:10][O:11][C:6]=2[CH:5]=1, predict the reactants needed to synthesize it. The reactants are: [N+:1]([C:4]1[CH:14]=[CH:13][C:7]2[NH:8][C:9](=[O:12])[CH2:10][O:11][C:6]=2[CH:5]=1)([O-])=O.CO.